This data is from Forward reaction prediction with 1.9M reactions from USPTO patents (1976-2016). The task is: Predict the product of the given reaction. (1) Given the reactants [F:1][C:2]([F:8])([F:7])[C:3](OC)=[O:4].C(N(CC)CC)C.[C:16]([C:24]1[CH:35]=[CH:34][C:27]([CH2:28][C@@H:29]([C:31]([OH:33])=[O:32])[NH2:30])=[CH:26][CH:25]=1)(=[O:23])[C:17]1[CH:22]=[CH:21][CH:20]=[CH:19][CH:18]=1.Cl, predict the reaction product. The product is: [F:8][C:2]([F:1])([F:7])[C:3]([NH:30][C@H:29]([C:31]([OH:33])=[O:32])[CH2:28][C:27]1[CH:26]=[CH:25][C:24]([C:16](=[O:23])[C:17]2[CH:22]=[CH:21][CH:20]=[CH:19][CH:18]=2)=[CH:35][CH:34]=1)=[O:4]. (2) Given the reactants C([O:8][C@@H:9]1[C@@H:17]([CH:18]([OH:20])[CH3:19])[O:16][C@H:15]2[C@H:11]([N:12]=[C:13]([NH:21][CH3:22])[S:14]2)[CH2:10]1)C1C=CC=CC=1.B(Cl)(Cl)Cl, predict the reaction product. The product is: [OH:20][C@H:18]([C@H:17]1[O:16][C@H:15]2[C@H:11]([N:12]=[C:13]([NH:21][CH3:22])[S:14]2)[CH2:10][C@@H:9]1[OH:8])[CH3:19]. (3) Given the reactants [Cl:1][C:2]1[CH:8]=[CH:7][C:5]([NH2:6])=[CH:4][CH:3]=1.N([O-])=O.[Na+].[N-:13]=[N+:14]=[N-].[Na+], predict the reaction product. The product is: [N:6]([C:5]1[CH:7]=[CH:8][C:2]([Cl:1])=[CH:3][CH:4]=1)=[N+:13]=[N-:14]. (4) Given the reactants [CH3:1][C@@:2]12[C:10](=[O:11])[CH2:9][CH2:8][C@H:7]1[C@@H:6]1[CH2:12][CH:13]=[C:14]3[CH2:19][C@@H:18]([OH:20])[CH2:17][CH2:16][C@:15]3([CH3:21])[C@H:5]1[CH2:4][CH2:3]2.[CH3:22][Si:23]([CH3:30])([CH3:29])N[Si:23]([CH3:30])([CH3:29])[CH3:22].S1(C2C(=CC=CC=2)C(=O)N1)(=O)=O, predict the reaction product. The product is: [CH3:22][Si:23]([CH3:30])([CH3:29])[O:20][C@H:18]1[CH2:17][CH2:16][C@@:15]2([CH3:21])[C:14](=[CH:13][CH2:12][C@@H:6]3[C@@H:5]2[CH2:4][CH2:3][C@@:2]2([CH3:1])[C@H:7]3[CH2:8][CH2:9][C:10]2=[O:11])[CH2:19]1. (5) Given the reactants [Cl:1][C:2]1[C:7]([Cl:8])=[CH:6][CH:5]=[CH:4][C:3]=1[S:9]([N:12]([CH2:14][CH2:15][N:16]1[CH2:20][CH2:19][N:18]([CH2:21][CH2:22][C:23]2[CH:28]=[CH:27][C:26]([C:29]#[N:30])=[CH:25][CH:24]=2)[C:17]1=[O:31])[CH3:13])(=[O:11])=[O:10].[CH2:32](N)[CH2:33][NH2:34].[S], predict the reaction product. The product is: [ClH:1].[Cl:1][C:2]1[C:7]([Cl:8])=[CH:6][CH:5]=[CH:4][C:3]=1[S:9]([N:12]([CH2:14][CH2:15][N:16]1[CH2:20][CH2:19][N:18]([CH2:21][CH2:22][C:23]2[CH:24]=[CH:25][C:26]([C:29]3[NH:34][CH2:33][CH2:32][N:30]=3)=[CH:27][CH:28]=2)[C:17]1=[O:31])[CH3:13])(=[O:10])=[O:11].